From a dataset of Catalyst prediction with 721,799 reactions and 888 catalyst types from USPTO. Predict which catalyst facilitates the given reaction. (1) Reactant: O[CH2:2][C:3]1[N:7]([C:8]2[CH:9]=[C:10]([C:14]3[CH2:20][C:19](=[O:21])[NH:18][C:17]4[CH:22]=[C:23]([C:31]([F:34])([F:33])[F:32])[C:24]([N:26]([CH:28]([CH3:30])[CH3:29])[CH3:27])=[CH:25][C:16]=4[N:15]=3)[CH:11]=[CH:12][CH:13]=2)[N:6]=[N:5][CH:4]=1.S(Cl)(Cl)=O.[Cl-].[NH2:40][CH2:41][CH:42]1[CH2:44][CH2:43]1. Product: [CH:42]1([CH2:41][NH:40][CH2:2][C:3]2[N:7]([C:8]3[CH:9]=[C:10]([C:14]4[CH2:20][C:19](=[O:21])[NH:18][C:17]5[CH:22]=[C:23]([C:31]([F:32])([F:33])[F:34])[C:24]([N:26]([CH:28]([CH3:29])[CH3:30])[CH3:27])=[CH:25][C:16]=5[N:15]=4)[CH:11]=[CH:12][CH:13]=3)[N:6]=[N:5][CH:4]=2)[CH2:44][CH2:43]1. The catalyst class is: 139. (2) Reactant: [NH2:1][C:2](=[O:38])[CH:3]([OH:37])[CH:4]([NH:12][C:13](=[O:36])[C:14]1[CH:19]=[CH:18][CH:17]=[N:16][C:15]=1[N:20]1[CH:24]=[CH:23][C:22]([CH2:25][N:26]2[CH2:31][CH2:30][CH:29]([C:32]([CH3:35])([CH3:34])[CH3:33])[CH2:28][CH2:27]2)=[N:21]1)[CH2:5][C:6]1[CH:11]=[CH:10][CH:9]=[CH:8][CH:7]=1. Product: [NH2:1][C:2](=[O:38])[C:3](=[O:37])[CH:4]([NH:12][C:13](=[O:36])[C:14]1[CH:19]=[CH:18][CH:17]=[N:16][C:15]=1[N:20]1[CH:24]=[CH:23][C:22]([CH2:25][N:26]2[CH2:27][CH2:28][CH:29]([C:32]([CH3:34])([CH3:35])[CH3:33])[CH2:30][CH2:31]2)=[N:21]1)[CH2:5][C:6]1[CH:7]=[CH:8][CH:9]=[CH:10][CH:11]=1. The catalyst class is: 2. (3) Reactant: [H][H].[CH3:3][C:4]1[C:13]2[C:8](=[CH:9][CH:10]=[CH:11][CH:12]=2)[CH:7]=[N:6][CH:5]=1.[ClH:14]. Product: [ClH:14].[CH3:3][CH:4]1[C:13]2[C:8](=[CH:9][CH:10]=[CH:11][CH:12]=2)[CH2:7][NH:6][CH2:5]1. The catalyst class is: 603. (4) Reactant: [ClH:1].[NH2:2][CH2:3][CH2:4][CH2:5][CH2:6][CH2:7][CH2:8][CH:9]=[CH2:10].[C:11]([OH:14])(=[S:13])[CH3:12]. Product: [ClH:1].[C:11]([S:13][CH2:10][CH2:9][CH2:8][CH2:7][CH2:6][CH2:5][CH2:4][CH2:3][NH2:2])(=[O:14])[CH3:12]. The catalyst class is: 7. (5) The catalyst class is: 6. Product: [CH:13]1[CH2:18][CH2:17][CH2:16][CH:15]([C:19]2[C:20](=[O:21])[N:3]3[C:2]([NH:1][C:5]4[CH:6]=[CH:7][CH:8]=[CH:9][C:4]=43)=[C:10]([C:11]#[N:12])[C:25]=2[CH3:27])[CH:14]=1. Reactant: [N:1]1[C:5]2[CH:6]=[CH:7][CH:8]=[CH:9][C:4]=2[NH:3][C:2]=1[CH2:10][C:11]#[N:12].[CH:13]1[CH2:18][CH2:17][CH2:16][CH:15]([CH:19]([C:25]([CH3:27])=O)[C:20](OCC)=[O:21])[CH:14]=1.C([O-])(=O)C.[NH4+]. (6) Reactant: [CH3:1][CH:2]([CH3:20])[CH2:3][C:4]([NH:6][C:7]1[C:8]([C:17]([NH2:19])=[O:18])=[N:9][C:10]2[C:15]([N:16]=1)=[CH:14][CH:13]=[CH:12][CH:11]=2)=O. Product: [CH2:3]([C:4]1[NH:19][C:17](=[O:18])[C:8]2[C:7](=[N:16][C:15]3[CH:14]=[CH:13][CH:12]=[CH:11][C:10]=3[N:9]=2)[N:6]=1)[CH:2]([CH3:20])[CH3:1]. The catalyst class is: 494.